From a dataset of Forward reaction prediction with 1.9M reactions from USPTO patents (1976-2016). Predict the product of the given reaction. (1) Given the reactants [CH:1]1([N:5]([CH2:21][CH2:22][CH2:23][C:24]2[C:32]3[C:27](=[CH:28][CH:29]=[C:30]([F:33])[CH:31]=3)[NH:26][CH:25]=2)[CH:6]2[CH2:15][C:14]3[C:13]([C:16]([O:18]C)=[O:17])=[CH:12][CH:11]=[C:10]([F:20])[C:9]=3[O:8][CH2:7]2)[CH2:4][CH2:3][CH2:2]1.[OH-].[Na+].O, predict the reaction product. The product is: [CH:1]1([N:5]([CH2:21][CH2:22][CH2:23][C:24]2[C:32]3[C:27](=[CH:28][CH:29]=[C:30]([F:33])[CH:31]=3)[NH:26][CH:25]=2)[CH:6]2[CH2:15][C:14]3[C:13]([C:16]([OH:18])=[O:17])=[CH:12][CH:11]=[C:10]([F:20])[C:9]=3[O:8][CH2:7]2)[CH2:2][CH2:3][CH2:4]1. (2) The product is: [OH:30][C:27]1[CH:28]=[CH:29][C:24]([C:2]2[CH:3]=[C:4]3[C:9](=[CH:10][CH:11]=2)[CH:8]=[C:7]([C:12]([O:14][CH3:15])=[O:13])[CH:6]=[CH:5]3)=[CH:25][CH:26]=1. Given the reactants Br[C:2]1[CH:3]=[C:4]2[C:9](=[CH:10][CH:11]=1)[CH:8]=[C:7]([C:12]([O:14][CH3:15])=[O:13])[CH:6]=[CH:5]2.CC1(C)C(C)(C)OB([C:24]2[CH:29]=[CH:28][C:27]([OH:30])=[CH:26][CH:25]=2)O1.C([O-])([O-])=O.[Na+].[Na+], predict the reaction product. (3) Given the reactants [CH3:1][C:2]1[CH2:3][C:4]2[C:9]([CH:10]=1)=[C:8]([C:11]1[CH:16]=[CH:15][CH:14]=[CH:13][CH:12]=1)[CH:7]=[CH:6][CH:5]=2.[Li:17]CCCC, predict the reaction product. The product is: [CH3:1][C:2]1[CH-:3][C:4]2[C:9]([CH:10]=1)=[C:8]([C:11]1[CH:16]=[CH:15][CH:14]=[CH:13][CH:12]=1)[CH:7]=[CH:6][CH:5]=2.[Li+:17]. (4) The product is: [CH2:1]([O:3][C:4]([C:6]1[C:15](=[O:16])[C:14]2[C:9](=[N:10][C:11]([CH3:41])=[C:12]([CH2:17][C:18]3[CH:23]=[CH:22][CH:21]=[C:20]([Cl:24])[C:19]=3[F:25])[CH:13]=2)[N:8]([C@H:27]([C:32]([CH3:40])([CH3:39])[O:33][SiH2:34][C:35]([CH3:38])([CH3:37])[CH3:36])[C:28]([CH3:31])([CH3:30])[CH3:29])[CH:7]=1)=[O:5])[CH3:2]. Given the reactants [CH2:1]([O:3][C:4]([C:6]1[C:15](=[O:16])[C:14]2[C:9](=[N:10][C:11](Br)=[C:12]([CH2:17][C:18]3[CH:23]=[CH:22][CH:21]=[C:20]([Cl:24])[C:19]=3[F:25])[CH:13]=2)[N:8]([C@H:27]([C:32]([CH3:40])([CH3:39])[O:33][SiH2:34][C:35]([CH3:38])([CH3:37])[CH3:36])[C:28]([CH3:31])([CH3:30])[CH3:29])[CH:7]=1)=[O:5])[CH3:2].[CH3:41]B(O)O.C(=O)([O-])[O-].[Na+].[Na+].[Cl-].[NH4+], predict the reaction product. (5) Given the reactants [C:1]([C@@H:3]1[CH2:7][CH2:6][CH2:5][N:4]1[C:8]([C@@H:10]1[C@H:15]2[CH2:16][C@H:12]([C@H:13]([O:17][CH2:18][CH:19]=O)[CH2:14]2)[N:11]1[C:21]([O:23][C:24]([CH3:27])([CH3:26])[CH3:25])=[O:22])=[O:9])#[N:2].Cl.[NH2:29][OH:30].C([O-])(=O)C.[Na+], predict the reaction product. The product is: [C:1]([C@@H:3]1[CH2:7][CH2:6][CH2:5][N:4]1[C:8]([C@@H:10]1[C@H:15]2[CH2:16][C@H:12]([C@H:13]([O:17][CH2:18]/[CH:19]=[N:29]/[OH:30])[CH2:14]2)[N:11]1[C:21]([O:23][C:24]([CH3:25])([CH3:26])[CH3:27])=[O:22])=[O:9])#[N:2]. (6) Given the reactants [NH2:1][C:2]1[CH:7]=[CH:6][C:5](Br)=[CH:4][N:3]=1.[C:9]([O:14][CH2:15][CH3:16])(=[O:13])[C:10]([CH3:12])=[CH2:11].CCN(C(C)C)C(C)C.C1(C)C=CC=CC=1P(C1C=CC=CC=1C)C1C=CC=CC=1C, predict the reaction product. The product is: [NH2:1][C:2]1[N:3]=[CH:4][C:5](/[CH:11]=[C:10](\[CH3:12])/[C:9]([O:14][CH2:15][CH3:16])=[O:13])=[CH:6][CH:7]=1. (7) Given the reactants Br[C:2]1[C:3]([O:11][CH2:12][C:13]([F:16])([F:15])[F:14])=[N:4][CH:5]=[C:6]([N+:8]([O-:10])=[O:9])[CH:7]=1.[C:17]1(B2OC(C)(C)C(C)(C)O2)[CH2:22][CH2:21][CH2:20][CH2:19][CH:18]=1, predict the reaction product. The product is: [C:17]1([C:2]2[C:3]([O:11][CH2:12][C:13]([F:16])([F:15])[F:14])=[N:4][CH:5]=[C:6]([N+:8]([O-:10])=[O:9])[CH:7]=2)[CH2:22][CH2:21][CH2:20][CH2:19][CH:18]=1.